From a dataset of Full USPTO retrosynthesis dataset with 1.9M reactions from patents (1976-2016). Predict the reactants needed to synthesize the given product. (1) Given the product [NH2:17][C:18]1[N:19]=[C:20]([N:14]2[CH2:15][CH2:16][N:11]([C:9]([O:8][CH2:1][C:2]3[CH:7]=[CH:6][CH:5]=[CH:4][CH:3]=3)=[O:10])[CH2:12][CH2:13]2)[C:21]2[N:27]=[C:26]([C:28]3[CH:33]=[CH:32][C:31]([F:34])=[CH:30][CH:29]=3)[CH:25]=[CH:24][C:22]=2[N:23]=1, predict the reactants needed to synthesize it. The reactants are: [CH2:1]([O:8][C:9]([N:11]1[CH2:16][CH2:15][NH:14][CH2:13][CH2:12]1)=[O:10])[C:2]1[CH:7]=[CH:6][CH:5]=[CH:4][CH:3]=1.[NH2:17][C:18]1[NH:19][C:20](=O)[C:21]2[N:27]=[C:26]([C:28]3[CH:33]=[CH:32][C:31]([F:34])=[CH:30][CH:29]=3)[CH:25]=[CH:24][C:22]=2[N:23]=1. (2) Given the product [CH2:1]([O:4][C:5]1[CH:10]=[CH:9][C:8]([CH:11]2[C:16]3=[N:17][S:18](=[O:21])(=[O:22])[CH2:19][CH2:20][N:15]3[CH2:14][CH2:13][CH2:12]2)=[CH:7][CH:6]=1)[CH2:2][CH3:3], predict the reactants needed to synthesize it. The reactants are: [CH2:1]([O:4][C:5]1[CH:10]=[CH:9][C:8]([C:11]2[C:16]3=[N:17][S:18](=[O:22])(=[O:21])[CH2:19][CH2:20][N:15]3[CH:14]=[CH:13][CH:12]=2)=[CH:7][CH:6]=1)[CH2:2][CH3:3]. (3) Given the product [C:1]([O:5][C:6](=[O:25])[NH:7][C:8]1[CH:13]=[CH:12][C:11]([C:14]2[C:23]3[C:18](=[CH:19][CH:20]=[CH:21][CH:22]=3)[CH:17]=[CH:16][CH:15]=2)=[CH:10][C:9]=1[NH:24][C:29](=[O:28])[CH2:30][C:31]([C:33]1[CH:40]=[CH:39][CH:38]=[C:35]([C:36]#[N:37])[CH:34]=1)=[O:32])([CH3:4])([CH3:2])[CH3:3], predict the reactants needed to synthesize it. The reactants are: [C:1]([O:5][C:6](=[O:25])[NH:7][C:8]1[CH:13]=[CH:12][C:11]([C:14]2[C:23]3[C:18](=[CH:19][CH:20]=[CH:21][CH:22]=3)[CH:17]=[CH:16][CH:15]=2)=[CH:10][C:9]=1[NH2:24])([CH3:4])([CH3:3])[CH3:2].CC1(C)[O:32][C:31]([C:33]2[CH:34]=[C:35]([CH:38]=[CH:39][CH:40]=2)[C:36]#[N:37])=[CH:30][C:29](=O)[O:28]1. (4) Given the product [OH:2][C:3]1[CH:4]=[CH:5][C:6]2[C:14]3[C:10](=[C:11]([C:15]([O:17][CH3:18])=[O:16])[NH:12][N:13]=3)[CH2:9][CH:8]([CH3:19])[C:7]=2[CH:20]=1, predict the reactants needed to synthesize it. The reactants are: C[O:2][C:3]1[CH:4]=[CH:5][C:6]2[C:14]3[C:10](=[C:11]([C:15]([O:17][CH3:18])=[O:16])[NH:12][N:13]=3)[CH2:9][CH:8]([CH3:19])[C:7]=2[CH:20]=1.B(Br)(Br)Br. (5) Given the product [ClH:16].[ClH:16].[CH3:8][N:7]1[CH2:6][CH2:5][NH:4][CH2:3][C@H:2]1[CH3:1], predict the reactants needed to synthesize it. The reactants are: [CH3:1][C@H:2]1[N:7]([CH3:8])[CH2:6][CH2:5][N:4](C(OC(C)(C)C)=O)[CH2:3]1.[ClH:16]. (6) Given the product [Br:1][C:2]1[CH:3]=[C:4]([CH:9]2[CH2:14][CH:13]([C:15]3[CH:20]=[CH:19][CH:18]=[C:17]([Br:21])[CH:16]=3)[N:12]3[N:22]=[N:23][N:24]=[C:11]3[NH:10]2)[CH:5]=[C:6]([F:8])[CH:7]=1, predict the reactants needed to synthesize it. The reactants are: [Br:1][C:2]1[CH:3]=[C:4]([C:9]2[NH:10][C:11]3[N:12]([N:22]=[N:23][N:24]=3)[CH:13]([C:15]3[CH:20]=[CH:19][CH:18]=[C:17]([Br:21])[CH:16]=3)[CH:14]=2)[CH:5]=[C:6]([F:8])[CH:7]=1.[BH4-].[Na+].